Dataset: NCI-60 drug combinations with 297,098 pairs across 59 cell lines. Task: Regression. Given two drug SMILES strings and cell line genomic features, predict the synergy score measuring deviation from expected non-interaction effect. (1) Drug 1: CC1CCC2CC(C(=CC=CC=CC(CC(C(=O)C(C(C(=CC(C(=O)CC(OC(=O)C3CCCCN3C(=O)C(=O)C1(O2)O)C(C)CC4CCC(C(C4)OC)O)C)C)O)OC)C)C)C)OC. Drug 2: CC1CCC2CC(C(=CC=CC=CC(CC(C(=O)C(C(C(=CC(C(=O)CC(OC(=O)C3CCCCN3C(=O)C(=O)C1(O2)O)C(C)CC4CCC(C(C4)OC)OCCO)C)C)O)OC)C)C)C)OC. Cell line: OVCAR3. Synergy scores: CSS=12.6, Synergy_ZIP=2.54, Synergy_Bliss=9.70, Synergy_Loewe=7.93, Synergy_HSA=7.21. (2) Drug 1: CCC(=C(C1=CC=CC=C1)C2=CC=C(C=C2)OCCN(C)C)C3=CC=CC=C3.C(C(=O)O)C(CC(=O)O)(C(=O)O)O. Drug 2: CNC(=O)C1=NC=CC(=C1)OC2=CC=C(C=C2)NC(=O)NC3=CC(=C(C=C3)Cl)C(F)(F)F. Cell line: OVCAR-5. Synergy scores: CSS=-3.07, Synergy_ZIP=5.72, Synergy_Bliss=-3.00, Synergy_Loewe=-5.91, Synergy_HSA=-5.53. (3) Drug 1: CS(=O)(=O)OCCCCOS(=O)(=O)C. Drug 2: COC1=C2C(=CC3=C1OC=C3)C=CC(=O)O2. Cell line: HCC-2998. Synergy scores: CSS=23.3, Synergy_ZIP=-2.10, Synergy_Bliss=2.00, Synergy_Loewe=6.21, Synergy_HSA=8.08. (4) Drug 1: CC1=C(C(=CC=C1)Cl)NC(=O)C2=CN=C(S2)NC3=CC(=NC(=N3)C)N4CCN(CC4)CCO. Drug 2: C#CCC(CC1=CN=C2C(=N1)C(=NC(=N2)N)N)C3=CC=C(C=C3)C(=O)NC(CCC(=O)O)C(=O)O. Cell line: SK-MEL-5. Synergy scores: CSS=52.9, Synergy_ZIP=6.31, Synergy_Bliss=2.79, Synergy_Loewe=-19.2, Synergy_HSA=3.17. (5) Drug 1: CC1CCC2CC(C(=CC=CC=CC(CC(C(=O)C(C(C(=CC(C(=O)CC(OC(=O)C3CCCCN3C(=O)C(=O)C1(O2)O)C(C)CC4CCC(C(C4)OC)OCCO)C)C)O)OC)C)C)C)OC. Drug 2: C(=O)(N)NO. Cell line: DU-145. Synergy scores: CSS=14.7, Synergy_ZIP=-1.02, Synergy_Bliss=7.15, Synergy_Loewe=-11.1, Synergy_HSA=3.99. (6) Drug 2: CCC1(C2=C(COC1=O)C(=O)N3CC4=CC5=C(C=CC(=C5CN(C)C)O)N=C4C3=C2)O.Cl. Cell line: DU-145. Drug 1: C1=NC2=C(N1)C(=S)N=C(N2)N. Synergy scores: CSS=54.2, Synergy_ZIP=-0.526, Synergy_Bliss=-0.752, Synergy_Loewe=2.67, Synergy_HSA=3.49.